This data is from Catalyst prediction with 721,799 reactions and 888 catalyst types from USPTO. The task is: Predict which catalyst facilitates the given reaction. Reactant: [CH2:1]([O:3][C:4]([CH:6]1[CH2:17][N:16]([CH2:18][C:19]2[CH:24]=[CH:23][CH:22]=[CH:21][CH:20]=2)[C:9]2[N:10]=[C:11](SC)[N:12]=[CH:13][C:8]=2[C:7]1=[O:25])=[O:5])[CH3:2].[CH:26]1C=C(Cl)C=C(C(OO)=O)C=1.[O-:37][S:38]([O-:40])=O.[Na+].[Na+]. Product: [CH2:1]([O:3][C:4]([C:6]1[C:7](=[O:25])[C:8]2[CH:13]=[N:12][C:11]([S:38]([CH3:26])(=[O:40])=[O:37])=[N:10][C:9]=2[N:16]([CH2:18][C:19]2[CH:24]=[CH:23][CH:22]=[CH:21][CH:20]=2)[CH:17]=1)=[O:5])[CH3:2]. The catalyst class is: 2.